Dataset: CYP1A2 inhibition data for predicting drug metabolism from PubChem BioAssay. Task: Regression/Classification. Given a drug SMILES string, predict its absorption, distribution, metabolism, or excretion properties. Task type varies by dataset: regression for continuous measurements (e.g., permeability, clearance, half-life) or binary classification for categorical outcomes (e.g., BBB penetration, CYP inhibition). Dataset: cyp1a2_veith. (1) The compound is COc1ccc(Oc2ncc3nc(C)c(=O)n(-c4ccc(OC)cc4)c3n2)cc1. The result is 1 (inhibitor). (2) The molecule is CCC(C)C(NC(=O)OCc1ccccc1)C(=O)OCN1C(=O)c2ccccc2C1=O. The result is 0 (non-inhibitor). (3) The compound is Cc1ccc(C(=O)c2c[nH]c(C(=O)NCCCN3CCOCC3)c2)cc1. The result is 0 (non-inhibitor).